Dataset: Forward reaction prediction with 1.9M reactions from USPTO patents (1976-2016). Task: Predict the product of the given reaction. (1) The product is: [Br:1][C:2]1[CH:3]=[C:4]([CH2:5][OH:6])[CH:8]=[CH:9][C:10]=1[C:11]([F:13])([F:14])[F:12]. Given the reactants [Br:1][C:2]1[CH:3]=[C:4]([CH:8]=[CH:9][C:10]=1[C:11]([F:14])([F:13])[F:12])[C:5](O)=[O:6].B.C1COCC1.CO.Cl, predict the reaction product. (2) Given the reactants Br[C:2]1[CH:3]=[N:4][CH:5]=[C:6]([Br:8])[CH:7]=1.[CH2:9]([OH:12])[CH2:10][CH3:11], predict the reaction product. The product is: [Br:8][C:6]1[CH:5]=[N:4][CH:3]=[C:2]([O:12][CH2:9][CH2:10][CH3:11])[CH:7]=1.